Predict which catalyst facilitates the given reaction. From a dataset of Catalyst prediction with 721,799 reactions and 888 catalyst types from USPTO. (1) Reactant: [CH2:1]([OH:6])[CH:2]([OH:5])[CH2:3][CH3:4].[C:7](Cl)(=[O:14])[C:8]1[CH:13]=[CH:12][CH:11]=[CH:10][CH:9]=1.N1C=C[CH:19]=[CH:18][CH:17]=1.[O:22]1[CH2:26][CH2:25][CH2:24][CH2:23]1. Product: [C:7]([O:6][CH2:1][CH:2]([O:5][C:26](=[O:22])[C:25]1[CH:19]=[CH:18][CH:17]=[CH:23][CH:24]=1)[CH2:3][CH3:4])(=[O:14])[C:8]1[CH:13]=[CH:12][CH:11]=[CH:10][CH:9]=1. The catalyst class is: 6. (2) Reactant: Cl[C:2]1[N:23]=[CH:22][C:5]2[C:6]3[N:7]([CH:11]=[C:12]([C:14]4[N:18]([CH:19]([CH3:21])[CH3:20])[N:17]=[CH:16][N:15]=4)[N:13]=3)[CH2:8][CH2:9][O:10][C:4]=2[CH:3]=1.Cl.[NH2:25][C@H:26]([C:28]([NH2:30])=[O:29])[CH3:27]. Product: [CH:19]([N:18]1[C:14]([C:12]2[N:13]=[C:6]3[C:5]4[CH:22]=[N:23][C:2]([NH:25][C@@H:26]([CH3:27])[C:28]([NH2:30])=[O:29])=[CH:3][C:4]=4[O:10][CH2:9][CH2:8][N:7]3[CH:11]=2)=[N:15][CH:16]=[N:17]1)([CH3:21])[CH3:20]. The catalyst class is: 80. (3) Reactant: [Cl:1][C:2]1[CH:7]=[CH:6][C:5]([C:8](=O)[CH2:9][CH3:10])=[CH:4][C:3]=1[CH3:12].[Br:13][C:14]1[CH:15]=[C:16]([CH:18]=[CH:19][CH:20]=1)[NH2:17].O.C1(C)C=CC(S(O)(=O)=O)=CC=1.FC1C=CC(O)=C(C=1)CN[S@](C(C)(C)C)=O.Cl[SiH](Cl)Cl.C([O-])(O)=O.[Na+]. Product: [Br:13][C:14]1[CH:15]=[C:16]([NH:17][C@@H:8]([C:5]2[CH:6]=[CH:7][C:2]([Cl:1])=[C:3]([CH3:12])[CH:4]=2)[CH2:9][CH3:10])[CH:18]=[CH:19][CH:20]=1. The catalyst class is: 308.